Dataset: Catalyst prediction with 721,799 reactions and 888 catalyst types from USPTO. Task: Predict which catalyst facilitates the given reaction. (1) Reactant: [F:1][C:2]1[CH:3]=[CH:4][C:5]([C:8]([NH:10][C:11](=[O:13])[CH3:12])=[CH2:9])=[N:6][CH:7]=1. Product: [F:1][C:2]1[CH:3]=[CH:4][C:5]([C@@H:8]([NH:10][C:11](=[O:13])[CH3:12])[CH3:9])=[N:6][CH:7]=1. The catalyst class is: 5. (2) Reactant: [C:1]12([CH:9](O)[CH:8]3[CH2:11][CH:5]1[CH2:6][CH2:7]3)[CH2:4][CH2:3][CH2:2]2.[C-]#[N:13].[Na+].[C:15]([OH:18])(=O)C.S(=O)(=O)(O)O.[OH-].[Na+]. Product: [CH2:2]1[CH:9]2[C:1]([NH:13][CH:15]=[O:18])([CH:5]3[CH2:11][CH:8]2[CH2:7][CH2:6]3)[CH2:4][CH2:3]1. The catalyst class is: 408. (3) Reactant: [Br:1][C:2]1[S:3][CH:4]=[CH:5][C:6]=1[Cl:7].[C:8](Cl)(=[O:10])[CH3:9].[Cl-].[Cl-].[Cl-].[Al+3]. Product: [Br:1][C:2]1[S:3][C:4]([C:8](=[O:10])[CH3:9])=[CH:5][C:6]=1[Cl:7]. The catalyst class is: 4. (4) Reactant: C([O-])([O-])=O.[Cs+].[Cs+].BrC1C=CC(S([O:17][C@@H:18]2[CH2:22][N:21]([C:23]([O:25][C:26]([CH3:29])([CH3:28])[CH3:27])=[O:24])[C@H:20]([C:30]([O:32][CH3:33])=[O:31])[CH2:19]2)(=O)=O)=CC=1.[Br:34][C:35]1[C:44](O)=[CH:43][C:42]2[C:37](=[CH:38][CH:39]=[C:40]([O:46][CH3:47])[CH:41]=2)[N:36]=1. Product: [Br:34][C:35]1[C:44]([O:17][C@H:18]2[CH2:22][N:21]([C:23]([O:25][C:26]([CH3:27])([CH3:28])[CH3:29])=[O:24])[C@H:20]([C:30]([O:32][CH3:33])=[O:31])[CH2:19]2)=[CH:43][C:42]2[C:37](=[CH:38][CH:39]=[C:40]([O:46][CH3:47])[CH:41]=2)[N:36]=1. The catalyst class is: 296. (5) Reactant: [N:1]([O-:3])=[O:2].[K+].[CH:5]1[C:14]2[C:9](=[CH:10][CH:11]=[CH:12][CH:13]=2)[CH2:8][CH2:7][N:6]=1.N. Product: [N+:1]([C:12]1[CH:13]=[C:14]2[C:9]([CH:8]=[CH:7][N:6]=[CH:5]2)=[CH:10][CH:11]=1)([O-:3])=[O:2]. The catalyst class is: 65. (6) Reactant: [H-].[H-].[H-].[H-].[Li+].[Al+3].[Al+3].[Cl-].[Cl-].[Cl-].C[O:12][C:13](=O)[CH2:14][CH2:15][C:16]1[CH:25]=[CH:24][CH:23]=[CH:22][C:17]=1[C:18](OC)=[O:19].[OH-].[Na+]. Product: [OH:19][CH2:18][C:17]1[CH:22]=[CH:23][CH:24]=[CH:25][C:16]=1[CH2:15][CH2:14][CH2:13][OH:12]. The catalyst class is: 28. (7) Reactant: [OH-].[NH3:2].[Br:3][C:4]1[CH:5]=[CH:6][CH:7]=[C:8]2[C:13]=1[N:12]=[C:11]([Cl:14])[N:10]=[C:9]2Cl. Product: [Br:3][C:4]1[CH:5]=[CH:6][CH:7]=[C:8]2[C:13]=1[N:12]=[C:11]([Cl:14])[N:10]=[C:9]2[NH2:2]. The catalyst class is: 721. (8) Reactant: CON(C)[C:4]([C:6]1[CH:7]=[C:8]2[C:12](=[CH:13][CH:14]=1)[NH:11][N:10]=[CH:9]2)=[O:5].[CH2:16]([Mg]Cl)[C:17]1[CH:22]=[CH:21][CH:20]=[CH:19][CH:18]=1.[Cl-].[NH4+]. Product: [NH:11]1[C:12]2[C:8](=[CH:7][C:6]([C:4](=[O:5])[CH2:16][C:17]3[CH:22]=[CH:21][CH:20]=[CH:19][CH:18]=3)=[CH:14][CH:13]=2)[CH:9]=[N:10]1. The catalyst class is: 7. (9) Reactant: O=CC[C@H](N[C:12]([CH:14]1[CH2:19][CH2:18][C:17]([F:21])([F:20])[CH2:16][CH2:15]1)=[O:13])C1C=CC=CC=1.C(O[BH-](OC(=O)C)OC(=O)C)(=[O:24])C.[Na+].C(N(CC)CC)C. Product: [F:20][C:17]1([F:21])[CH2:18][CH2:19][CH:14]([C:12]([OH:13])=[O:24])[CH2:15][CH2:16]1. The catalyst class is: 26. (10) Reactant: [CH3:1][C:2](=[N:4][OH:5])[CH3:3].CC(C)([O-])C.[Na+].[C:12]([O:16][C:17](=[O:41])[N:18]([CH2:24][C:25]1[CH:30]=[CH:29][C:28]([O:31][C:32]2[CH:37]=[CH:36][C:35]([C:38]#[N:39])=[C:34](F)[CH:33]=2)=[CH:27][CH:26]=1)[CH2:19][CH2:20][CH:21]([CH3:23])[CH3:22])([CH3:15])([CH3:14])[CH3:13].CCOCC. Product: [C:12]([O:16][C:17](=[O:41])[N:18]([CH2:24][C:25]1[CH:30]=[CH:29][C:28]([O:31][C:32]2[CH:37]=[CH:36][C:35]([C:38]#[N:39])=[C:34]([O:5][N:4]=[C:2]([CH3:3])[CH3:1])[CH:33]=2)=[CH:27][CH:26]=1)[CH2:19][CH2:20][CH:21]([CH3:23])[CH3:22])([CH3:14])([CH3:15])[CH3:13]. The catalyst class is: 3.